Dataset: Full USPTO retrosynthesis dataset with 1.9M reactions from patents (1976-2016). Task: Predict the reactants needed to synthesize the given product. (1) Given the product [CH2:9]([NH:8][CH2:7][CH2:16][N:12]1[C:13](=[O:15])[C:14]2[NH:6][CH:7]=[N:8][C:9]=2[NH:10][C:11]1=[O:17])[CH2:14][CH3:13], predict the reactants needed to synthesize it. The reactants are: BrC1C=C(C=CC=1)C[N:6]1[C:14]2[C:13](=[O:15])[N:12]([CH3:16])[C:11](=[O:17])[N:10](C)[C:9]=2[N:8]=[C:7]1CCCl. (2) Given the product [Br:1][C:2]1[CH:3]=[C:4]([NH:8][C:9]2[C:18]3[C:17]([NH2:19])=[C:16]([O:22][CH3:23])[C:15]([O:24][CH3:25])=[CH:14][C:13]=3[N:12]=[CH:11][N:10]=2)[CH:5]=[CH:6][CH:7]=1, predict the reactants needed to synthesize it. The reactants are: [Br:1][C:2]1[CH:3]=[C:4]([NH:8][C:9]2[C:18]3[C:13](=[CH:14][C:15]([O:24][CH3:25])=[C:16]([O:22][CH3:23])[C:17]=3[N+:19]([O-])=O)[N:12]=[CH:11][N:10]=2)[CH:5]=[CH:6][CH:7]=1.[NH4+].[Cl-].O.C(Cl)(Cl)Cl.